This data is from Forward reaction prediction with 1.9M reactions from USPTO patents (1976-2016). The task is: Predict the product of the given reaction. Given the reactants Br[C:2]1[C:10]2[C:6](=[N:7][S:8][N:9]=2)[C:5](Br)=[CH:4][CH:3]=1.C1(N(C2C=CC(B(O)O)=CC=2)C2C=CC=CC=2)C=CC=CC=1.C(=O)([O-])[O-].[Na+].[Na+].C(O)CCC, predict the reaction product. The product is: [N:7]1[S:8][N:9]=[C:10]2[CH:2]=[CH:3][CH:4]=[CH:5][C:6]=12.